From a dataset of Retrosynthesis with 50K atom-mapped reactions and 10 reaction types from USPTO. Predict the reactants needed to synthesize the given product. (1) Given the product O=C(c1cccnc1)N(Cc1cc(=O)[nH]c2ccccc12)c1ccccc1, predict the reactants needed to synthesize it. The reactants are: O=C(O)c1cccnc1.O=c1cc(CNc2ccccc2)c2ccccc2[nH]1. (2) The reactants are: Cc1ccc(-c2cc(Br)cc(C(=O)O)c2)nc1.Cc1ccc(CN)cn1. Given the product Cc1ccc(-c2cc(Br)cc(C(=O)NCc3ccc(C)nc3)c2)nc1, predict the reactants needed to synthesize it. (3) Given the product CC(C)=CCCC(C)CCO, predict the reactants needed to synthesize it. The reactants are: C/C(=C/CCC(C)CCO)CO. (4) Given the product NCc1cnc(Nc2cccc(CNc3ncnc4c(C(N)=O)cccc34)c2)s1, predict the reactants needed to synthesize it. The reactants are: NC(=O)c1cccc2c(NCc3cccc(Nc4ncc(CN5C(=O)c6ccccc6C5=O)s4)c3)ncnc12. (5) Given the product COC(=O)c1ccc(OC(C)C)c(C#N)c1, predict the reactants needed to synthesize it. The reactants are: COC(=O)c1ccc(OC(C)C)c(Br)c1.[C-]#N. (6) Given the product Cc1cc(=O)oc2cc(OCC(=O)NCCCCONC(=O)OC(C)(C)C)ccc12, predict the reactants needed to synthesize it. The reactants are: CC(C)(C)OC(=O)NOCCCCN.Cc1cc(=O)oc2cc(OCC(=O)O)ccc12. (7) The reactants are: CC(C)(C)[Si](C)(C)OC[C@@H]1C[C@@H](Nc2c(Cl)cnc(N)c2[N+](=O)[O-])C[C@@H]1O[Si](C)(C)C(C)(C)C. Given the product CC(C)(C)[Si](C)(C)OC[C@@H]1C[C@@H](Nc2c(Cl)cnc(N)c2N)C[C@@H]1O[Si](C)(C)C(C)(C)C, predict the reactants needed to synthesize it. (8) Given the product Cc1ccc(N2CCN(C(=O)c3ccc(N4C(=O)OC[C@H]4C(C)C)cc3)CC2)nc1, predict the reactants needed to synthesize it. The reactants are: CC(C)[C@@H]1COC(=O)N1c1ccc(C(=O)O)cc1.Cc1ccc(N2CCNCC2)nc1.